Dataset: Full USPTO retrosynthesis dataset with 1.9M reactions from patents (1976-2016). Task: Predict the reactants needed to synthesize the given product. (1) Given the product [Cl:13][C:14]1[CH:28]=[CH:27][C:17]([C:18]2[CH:19]=[CH:20][C:21]([CH2:25][CH3:26])=[C:22]([CH:31]3[C:32](=[O:37])[CH:33]4[CH2:36][CH:29]([CH:35]=[CH:34]4)[C:30]3=[O:38])[CH:23]=2)=[CH:16][CH:15]=1, predict the reactants needed to synthesize it. The reactants are: C([O-])(=O)C.C([O-])(=O)C.C([O-])(=O)C.[Cl:13][C:14]1[CH:28]=[CH:27][C:17]([C:18]2[CH:19]=[CH:20][C:21]([CH2:25][CH3:26])=[C:22]([Pb+3])[CH:23]=2)=[CH:16][CH:15]=1.[CH:29]12[CH2:36][CH:33]([CH:34]=[CH:35]1)[C:32](=[O:37])[CH2:31][C:30]2=[O:38].C1(C)C=CC=CC=1. (2) Given the product [CH:1]1([O:7][C:8]2[CH:9]=[C:10]([C:16]3[O:17][CH:18]=[C:19]([CH2:21][CH2:22][C:23]([C:25]4[C:30]([CH3:31])=[CH:29][CH:28]=[CH:27][N:26]=4)=[O:24])[N:20]=3)[CH:11]=[CH:12][C:13]=2[O:14][CH3:15])[CH2:2][CH2:3][CH2:4][CH2:5][CH2:6]1, predict the reactants needed to synthesize it. The reactants are: [CH:1]1([O:7][C:8]2[CH:9]=[C:10]([C:16]3[O:17][CH:18]=[C:19]([CH2:21][CH2:22][C:23]([C:25]4[C:30]([CH3:31])=[CH:29][CH:28]=[CH:27][N:26]=4)=[O:24])[N:20]=3)[CH:11]=[CH:12][C:13]=2[O:14][CH3:15])[CH2:6][CH2:5][CH2:4][CH:3]=[CH:2]1. (3) Given the product [F:17][C:18]1[CH:23]=[CH:22][C:21]([O:43][CH2:42][CH2:41][O:40][CH3:39])=[C:20]([C:2]2[C:7]([OH:8])=[C:6]([CH:9]=[O:10])[CH:5]=[C:4]([CH:11]3[CH2:15][CH2:14][O:13][C:12]3=[O:16])[CH:3]=2)[CH:19]=1, predict the reactants needed to synthesize it. The reactants are: Br[C:2]1[CH:3]=[C:4]([CH:11]2[CH2:15][CH2:14][O:13][C:12]2=[O:16])[CH:5]=[C:6]([CH:9]=[O:10])[C:7]=1[OH:8].[F:17][C:18]1[CH:19]=[CH:20][CH:21]=[C:22](B(O)OOCCOC)[CH:23]=1.C([O-])([O-])=O.[Na+].[Na+].Cl.[CH3:39][O:40][CH2:41][CH2:42][O:43]C. (4) Given the product [CH2:38]([N:2]([CH3:1])[CH2:3][CH2:4][CH2:5][O:6][C:7]1[CH:12]=[CH:11][C:10]([CH:13]2[CH2:18][CH2:17][N:16]([C:19]([O:21][C:22]([CH3:23])([CH3:24])[CH3:25])=[O:20])[CH2:15][CH:14]2[O:26][CH2:27][C:28]2[CH:37]=[CH:36][C:35]3[C:30](=[CH:31][CH:32]=[CH:33][CH:34]=3)[CH:29]=2)=[CH:9][CH:8]=1)[C:39]1[CH:44]=[CH:43][CH:42]=[CH:41][CH:40]=1, predict the reactants needed to synthesize it. The reactants are: [CH3:1][NH:2][CH2:3][CH2:4][CH2:5][O:6][C:7]1[CH:12]=[CH:11][C:10]([CH:13]2[CH2:18][CH2:17][N:16]([C:19]([O:21][C:22]([CH3:25])([CH3:24])[CH3:23])=[O:20])[CH2:15][CH:14]2[O:26][CH2:27][C:28]2[CH:37]=[CH:36][C:35]3[C:30](=[CH:31][CH:32]=[CH:33][CH:34]=3)[CH:29]=2)=[CH:9][CH:8]=1.[CH2:38](Br)[C:39]1[CH:44]=[CH:43][CH:42]=[CH:41][CH:40]=1. (5) Given the product [CH3:29][C:18]1[CH:19]=[CH:20][C:21]([S:24]([O-:27])(=[O:26])=[O:25])=[CH:22][CH:23]=1.[CH3:18][N+:13]1[CH:14]=[CH:15][CH:16]=[CH:17][C:12]=1/[CH:11]=[CH:10]/[C:5]1[CH:6]=[CH:7][CH:8]=[CH:9][C:4]=1[N+:1]([O-:3])=[O:2], predict the reactants needed to synthesize it. The reactants are: [N+:1]([C:4]1[CH:9]=[CH:8][CH:7]=[CH:6][C:5]=1/[CH:10]=[CH:11]/[C:12]1[CH:17]=[CH:16][CH:15]=[CH:14][N:13]=1)([O-:3])=[O:2].[C:18]1([CH3:29])[CH:23]=[CH:22][C:21]([S:24]([O:27]C)(=[O:26])=[O:25])=[CH:20][CH:19]=1.